The task is: Predict the product of the given reaction.. This data is from Forward reaction prediction with 1.9M reactions from USPTO patents (1976-2016). (1) Given the reactants C(OC([N:8]1[CH2:13][CH2:12][CH:11]([C:14]([NH:16][C:17]2[CH:18]=[C:19]([C:23]3[N:28]=[C:27]([C:29]4[CH:34]=[CH:33][CH:32]=[C:31]([CH2:35][OH:36])[CH:30]=4)[CH:26]=[C:25](Cl)[N:24]=3)[CH:20]=[CH:21][CH:22]=2)=[O:15])[CH2:10][CH2:9]1)=O)(C)(C)C.[CH3:38][CH:39]1[O:44][CH2:43][CH2:42][NH:41][CH2:40]1.FC(F)(F)C(O)=O, predict the reaction product. The product is: [OH:36][CH2:35][C:31]1[CH:30]=[C:29]([C:27]2[CH:26]=[C:25]([N:41]3[CH2:42][CH2:43][O:44][CH:39]([CH3:38])[CH2:40]3)[N:24]=[C:23]([C:19]3[CH:20]=[CH:21][CH:22]=[C:17]([NH:16][C:14]([CH:11]4[CH2:12][CH2:13][NH:8][CH2:9][CH2:10]4)=[O:15])[CH:18]=3)[N:28]=2)[CH:34]=[CH:33][CH:32]=1. (2) Given the reactants Cl[C:2]1[C:7]([N:8]=[C:9]([C:18]2[CH:23]=[CH:22][N:21]=[CH:20][CH:19]=2)[CH2:10][C:11]2[CH:16]=[CH:15][C:14]([F:17])=[CH:13][CH:12]=2)=[CH:6][C:5]([CH3:24])=[CH:4][N:3]=1.C1N2CCN(CC2)C1.O, predict the reaction product. The product is: [F:17][C:14]1[CH:15]=[CH:16][C:11]([C:10]2[C:2]3=[N:3][CH:4]=[C:5]([CH3:24])[CH:6]=[C:7]3[NH:8][C:9]=2[C:18]2[CH:23]=[CH:22][N:21]=[CH:20][CH:19]=2)=[CH:12][CH:13]=1. (3) The product is: [CH3:21][O:20][C:17]1[CH:18]=[CH:19][C:14]([N:13]2[C:12](=[O:22])[C:11]3[C:6](=[CH:7][CH:8]=[CH:9][CH:10]=3)[N:5]=[C:4]2[CH:2]([NH:24][CH3:23])[CH3:3])=[CH:15][CH:16]=1. Given the reactants Cl[CH:2]([C:4]1[N:13]([C:14]2[CH:19]=[CH:18][C:17]([O:20][CH3:21])=[CH:16][CH:15]=2)[C:12](=[O:22])[C:11]2[C:6](=[CH:7][CH:8]=[CH:9][CH:10]=2)[N:5]=1)[CH3:3].[CH3:23][NH2:24], predict the reaction product. (4) The product is: [Cl:20][C:9]1[C:10]([OH:12])=[N:11][C:6]([C:2]2[S:1][CH:5]=[CH:4][CH:3]=2)=[N:7][CH:8]=1. Given the reactants [S:1]1[CH:5]=[CH:4][CH:3]=[C:2]1[C:6]1[N:11]=[C:10]([OH:12])[CH:9]=[CH:8][N:7]=1.C1C(=O)N([Cl:20])C(=O)C1, predict the reaction product. (5) Given the reactants C(=O)([O-])[O-].[K+].[K+].C1(O)C=CC=CC=1.[CH2:14]([O:16][C:17]([C:19]1[C:20]2[S:28][CH:27]=[C:26]([CH2:29][O:30][C:31]3[CH:36]=[CH:35][C:34](Br)=[CH:33][CH:32]=3)[C:21]=2[C:22]([Cl:25])=[N:23][CH:24]=1)=[O:18])[CH3:15], predict the reaction product. The product is: [CH2:14]([O:16][C:17]([C:19]1[C:20]2[S:28][CH:27]=[C:26]([CH2:29][O:30][C:31]3[CH:36]=[CH:35][CH:34]=[CH:33][CH:32]=3)[C:21]=2[C:22]([Cl:25])=[N:23][CH:24]=1)=[O:18])[CH3:15]. (6) Given the reactants [NH:1]1[C:9]2[CH:8]=[CH:7][CH:6]=[C:5]3[CH2:10][CH2:11][N:12]([C:14]([O:16][C:17]([CH3:20])([CH3:19])[CH3:18])=[O:15])[CH2:13][C@H:3]([C:4]=23)[CH2:2]1.C=O.[C:23](O[BH-](OC(=O)C)OC(=O)C)(=O)C.[Na+].C(=O)(O)[O-].[Na+], predict the reaction product. The product is: [CH3:23][N:1]1[C:9]2[CH:8]=[CH:7][CH:6]=[C:5]3[CH2:10][CH2:11][N:12]([C:14]([O:16][C:17]([CH3:20])([CH3:19])[CH3:18])=[O:15])[CH2:13][C@H:3]([C:4]=23)[CH2:2]1. (7) Given the reactants Br[C:2]1[CH:11]=[CH:10][C:5]([C:6]([O:8][CH3:9])=[O:7])=[CH:4][C:3]=1[CH3:12].[F:13][C:14]([F:25])([F:24])[C:15]1[CH:20]=[CH:19][CH:18]=[CH:17][C:16]=1B(O)O.C(=O)([O-])[O-].[K+].[K+].O, predict the reaction product. The product is: [CH3:12][C:3]1[CH:4]=[C:5]([C:6]([O:8][CH3:9])=[O:7])[CH:10]=[CH:11][C:2]=1[C:16]1[CH:17]=[CH:18][CH:19]=[CH:20][C:15]=1[C:14]([F:25])([F:24])[F:13].